Dataset: Catalyst prediction with 721,799 reactions and 888 catalyst types from USPTO. Task: Predict which catalyst facilitates the given reaction. Reactant: C([N:14]1[CH2:17][C:16]2([CH2:22][N:21]([C:23]([O:25][C:26]([CH3:29])([CH3:28])[CH3:27])=[O:24])[CH2:20][CH2:19][O:18]2)[CH2:15]1)(C1C=CC=CC=1)C1C=CC=CC=1.C([O-])=O.[NH4+]. Product: [CH2:15]1[C:16]2([CH2:22][N:21]([C:23]([O:25][C:26]([CH3:29])([CH3:28])[CH3:27])=[O:24])[CH2:20][CH2:19][O:18]2)[CH2:17][NH:14]1. The catalyst class is: 63.